Task: Predict the product of the given reaction.. Dataset: Forward reaction prediction with 1.9M reactions from USPTO patents (1976-2016) (1) Given the reactants [N:1]1([CH:6]2[CH2:20][C@@H:9]3[CH2:10][N:11]([C:13]([O:15][C:16]([CH3:19])([CH3:18])[CH3:17])=[O:14])[CH2:12][C@@H:8]3[C:7]2=[O:21])[CH:5]=[CH:4][N:3]=[CH:2]1.[BH4-].[Na+], predict the reaction product. The product is: [OH:21][CH:7]1[C@@H:8]2[C@@H:9]([CH2:10][N:11]([C:13]([O:15][C:16]([CH3:17])([CH3:18])[CH3:19])=[O:14])[CH2:12]2)[CH2:20][CH:6]1[N:1]1[CH:5]=[CH:4][N:3]=[CH:2]1. (2) Given the reactants F[P-](F)(F)(F)(F)F.N1(O[P+](N(C)C)(N(C)C)N(C)C)C2C=CC=CC=2N=N1.[F:28][C:29]1[CH:34]=[CH:33][C:32]([S:35]([N:38]2[C:47]3[C:42](=[CH:43][C:44]([C:48]([OH:57])([C:53]([F:56])([F:55])[F:54])[C:49]([F:52])([F:51])[F:50])=[CH:45][CH:46]=3)[CH2:41][CH2:40][C@H:39]2[CH2:58][C:59]([NH:61][NH2:62])=[O:60])(=[O:37])=[O:36])=[CH:31][CH:30]=1.CCN(C(C)C)C(C)C.[CH2:72]([O:79][C:80](=[O:85])[CH2:81][C:82](O)=O)[C:73]1[CH:78]=[CH:77][CH:76]=[CH:75][CH:74]=1.S(Cl)(C1C=CC(C)=CC=1)(=O)=O, predict the reaction product. The product is: [F:28][C:29]1[CH:34]=[CH:33][C:32]([S:35]([N:38]2[C:47]3[C:42](=[CH:43][C:44]([C:48]([OH:57])([C:53]([F:55])([F:54])[F:56])[C:49]([F:50])([F:52])[F:51])=[CH:45][CH:46]=3)[CH2:41][CH2:40][C@H:39]2[CH2:58][C:59]2[O:60][C:82]([CH2:81][C:80]([O:79][CH2:72][C:73]3[CH:78]=[CH:77][CH:76]=[CH:75][CH:74]=3)=[O:85])=[N:62][N:61]=2)(=[O:36])=[O:37])=[CH:31][CH:30]=1. (3) Given the reactants [F:1][C:2]1[CH:3]=[CH:4][C:5]([C:8]2[O:12][N:11]=[C:10]([CH2:13][CH2:14][NH:15][C:16](=[O:29])[C:17]3[CH:22]=[C:21]([CH3:23])[CH:20]=[CH:19][C:18]=3[N:24]3[N:28]=[CH:27][CH:26]=[N:25]3)[CH:9]=2)=[N:6][CH:7]=1.[CH2:30](I)[CH3:31], predict the reaction product. The product is: [CH2:30]([N:15]([CH2:14][CH2:13][C:10]1[CH:9]=[C:8]([C:5]2[CH:4]=[CH:3][C:2]([F:1])=[CH:7][N:6]=2)[O:12][N:11]=1)[C:16](=[O:29])[C:17]1[CH:22]=[C:21]([CH3:23])[CH:20]=[CH:19][C:18]=1[N:24]1[N:28]=[CH:27][CH:26]=[N:25]1)[CH3:31]. (4) The product is: [F:4][Al-:5]([F:11])([F:7])[F:6].[CH2:12]([N+:14]([CH2:18][CH3:19])([CH2:16][CH3:17])[CH3:15])[CH3:13]. Given the reactants O.O.O.[F-:4].[Al+3:5].[F-:6].[F-:7].O.O.O.[F-:11].[CH2:12]([N+:14]([CH2:18][CH3:19])([CH2:16][CH3:17])[CH3:15])[CH3:13], predict the reaction product. (5) Given the reactants [F:1][C:2]1[CH:7]=[CH:6][CH:5]=[C:4]([F:8])[C:3]=1[C:9]1[CH:10]=[C:11]2[C:15](=[CH:16][CH:17]=1)[N:14]([S:18]([C:21]1[CH:27]=[CH:26][C:24]([CH3:25])=[CH:23][CH:22]=1)(=[O:20])=[O:19])[CH:13]=[C:12]2B1OC(C)(C)C(C)(C)O1.Cl[C:38]1[N:43]=[C:42]([O:44][C@@H:45]2[CH2:50][CH2:49][CH2:48][N:47]([C:51]([O:53][C:54]([CH3:57])([CH3:56])[CH3:55])=[O:52])[CH2:46]2)[CH:41]=[N:40][CH:39]=1.P([O-])([O-])([O-])=O.[K+].[K+].[K+], predict the reaction product. The product is: [F:1][C:2]1[CH:7]=[CH:6][CH:5]=[C:4]([F:8])[C:3]=1[C:9]1[CH:10]=[C:11]2[C:15](=[CH:16][CH:17]=1)[N:14]([S:18]([C:21]1[CH:22]=[CH:23][C:24]([CH3:25])=[CH:26][CH:27]=1)(=[O:19])=[O:20])[CH:13]=[C:12]2[C:38]1[N:43]=[C:42]([O:44][C@@H:45]2[CH2:50][CH2:49][CH2:48][N:47]([C:51]([O:53][C:54]([CH3:57])([CH3:56])[CH3:55])=[O:52])[CH2:46]2)[CH:41]=[N:40][CH:39]=1. (6) The product is: [CH2:29]([S:31]([C:34]1[CH:35]=[CH:36][C:37]([C@@H:40]([NH:43][C:44]([C:46]2[CH:47]=[C:48]3[C:52](=[CH:53][CH:54]=2)[CH:51]([CH:55]([CH3:56])[CH3:57])[NH:50][CH2:49]3)=[O:45])[CH2:41][OH:42])=[N:38][CH:39]=1)(=[O:33])=[O:32])[CH3:30]. Given the reactants C([C@H]1C2C(=CC(C(N[C@H](C3C=CC(S(CC)(=O)=O)=CC=3)CO)=O)=CC=2)CN1)C.[CH2:29]([S:31]([C:34]1[CH:35]=[CH:36][C:37]([C@@H:40]([NH:43][C:44]([C:46]2[CH:47]=[C:48]3[C:52](=[CH:53][CH:54]=2)[CH:51]([CH:55]([CH3:57])[CH3:56])[N:50](C(OC(C)(C)C)=O)[CH2:49]3)=[O:45])[CH2:41][OH:42])=[N:38][CH:39]=1)(=[O:33])=[O:32])[CH3:30], predict the reaction product.